This data is from Forward reaction prediction with 1.9M reactions from USPTO patents (1976-2016). The task is: Predict the product of the given reaction. (1) Given the reactants [NH2:1][C:2]1[C:7]([C:8]([C:10]2[C:15]([O:16][CH3:17])=[C:14]([O:18][CH3:19])[CH:13]=[C:12]([F:20])[C:11]=2[F:21])=[O:9])=[CH:6][N:5]=[C:4](S(C)=O)[N:3]=1.FC(F)(F)C(O)=O.[CH3:32][S:33]([N:36]1[CH2:41][CH2:40][CH:39]([NH2:42])[CH2:38][CH2:37]1)(=[O:35])=[O:34], predict the reaction product. The product is: [NH2:1][C:2]1[C:7]([C:8]([C:10]2[C:15]([O:16][CH3:17])=[C:14]([O:18][CH3:19])[CH:13]=[C:12]([F:20])[C:11]=2[F:21])=[O:9])=[CH:6][N:5]=[C:4]([NH:42][CH:39]2[CH2:40][CH2:41][N:36]([S:33]([CH3:32])(=[O:35])=[O:34])[CH2:37][CH2:38]2)[N:3]=1. (2) Given the reactants [Cl:1][C:2]1[CH:7]=[CH:6][C:5]([O:8][CH3:9])=[CH:4][C:3]=1Br.[Li]CCCC.[C:16](=[O:18])=[O:17], predict the reaction product. The product is: [Cl:1][C:2]1[CH:7]=[CH:6][C:5]([O:8][CH3:9])=[CH:4][C:3]=1[C:16]([OH:18])=[O:17].